Predict the product of the given reaction. From a dataset of Forward reaction prediction with 1.9M reactions from USPTO patents (1976-2016). (1) Given the reactants [F:1][C:2]1([F:47])[CH2:7][CH2:6][CH:5]([C:8]2[C:17]3[CH:16]([OH:18])[CH2:15][C:14]([CH3:20])([CH3:19])[CH2:13][C:12]=3[N:11]=[C:10]([CH:21]3[CH2:26][CH2:25][N:24]([C:27]4[N:32]=[CH:31][C:30]([CH:33]=O)=[CH:29][N:28]=4)[CH2:23][CH2:22]3)[C:9]=2[CH:35]([F:46])[C:36]2[CH:41]=[CH:40][C:39]([C:42]([F:45])([F:44])[F:43])=[CH:38][CH:37]=2)[CH2:4][CH2:3]1.[CH3:48][NH2:49].CO.[BH4-].[Na+].[Cl-].[NH4+].C(=O)([O-])O.[Na+], predict the reaction product. The product is: [F:1][C:2]1([F:47])[CH2:3][CH2:4][CH:5]([C:8]2[C:17]3[CH:16]([OH:18])[CH2:15][C:14]([CH3:19])([CH3:20])[CH2:13][C:12]=3[N:11]=[C:10]([CH:21]3[CH2:26][CH2:25][N:24]([C:27]4[N:32]=[CH:31][C:30]([CH2:33][NH:49][CH3:48])=[CH:29][N:28]=4)[CH2:23][CH2:22]3)[C:9]=2[CH:35]([F:46])[C:36]2[CH:37]=[CH:38][C:39]([C:42]([F:45])([F:43])[F:44])=[CH:40][CH:41]=2)[CH2:6][CH2:7]1. (2) Given the reactants [F:1][C:2]1[CH:7]=[CH:6][CH:5]=[C:4]([F:8])[C:3]=1[C:9]1[C:18]2[CH:17]=[C:16]([C:19]3[CH:23]=[N:22][NH:21][N:20]=3)[CH:15]=[CH:14][C:13]=2[C:12]2=[N:24][N:25](COCC[Si](C)(C)C)[C:26]([NH:27][CH:28]3[CH2:33][CH2:32][N:31]([S:34]([CH3:37])(=[O:36])=[O:35])[CH2:30][CH2:29]3)=[C:11]2[N:10]=1.C(Cl)Cl.C(O)(C(F)(F)F)=O.N, predict the reaction product. The product is: [F:1][C:2]1[CH:7]=[CH:6][CH:5]=[C:4]([F:8])[C:3]=1[C:9]1[C:18]2[CH:17]=[C:16]([C:19]3[CH:23]=[N:22][NH:21][N:20]=3)[CH:15]=[CH:14][C:13]=2[C:12]2[NH:24][N:25]=[C:26]([NH:27][CH:28]3[CH2:29][CH2:30][N:31]([S:34]([CH3:37])(=[O:36])=[O:35])[CH2:32][CH2:33]3)[C:11]=2[N:10]=1. (3) Given the reactants Br[CH:2]([C:6]1[CH:11]=[CH:10][CH:9]=[CH:8][CH:7]=1)[C:3]([O-:5])=[O:4].[NH:12]1[C:16]2[CH:17]=[CH:18][CH:19]=[CH:20][C:15]=2[N:14]=[N:13]1.[C:21]1(C)C=CC=CC=1, predict the reaction product. The product is: [N:12]1([CH:2]([C:6]2[CH:11]=[CH:10][CH:9]=[CH:8][CH:7]=2)[C:3]([O:5][CH3:21])=[O:4])[C:16]2[CH:17]=[CH:18][CH:19]=[CH:20][C:15]=2[N:14]=[N:13]1. (4) Given the reactants [CH3:1][C:2]1[CH:3]=[C:4]([NH:16][C:17]2[C:27]3[CH:26]=[C:25]([CH:28]=O)[CH2:24][CH2:23][NH:22][C:21]=3[N:20]=[CH:19][N:18]=2)[CH:5]=[CH:6][C:7]=1[O:8][C:9]1[CH:10]=[N:11][C:12]([CH3:15])=[CH:13][CH:14]=1.[ClH:30].[CH3:31][O:32][CH2:33][CH2:34][O:35][CH2:36][CH2:37][NH2:38].O1CCCC1.C(O[BH-](OC(=O)C)OC(=O)C)(=O)C.[Na+], predict the reaction product. The product is: [ClH:30].[ClH:30].[ClH:30].[CH3:31][O:32][CH2:33][CH2:34][O:35][CH2:36][CH2:37][NH:38][CH2:28][C:25]1[CH2:24][CH2:23][NH:22][C:21]2[N:20]=[CH:19][N:18]=[C:17]([NH:16][C:4]3[CH:5]=[CH:6][C:7]([O:8][C:9]4[CH:10]=[N:11][C:12]([CH3:15])=[CH:13][CH:14]=4)=[C:2]([CH3:1])[CH:3]=3)[C:27]=2[CH:26]=1. (5) Given the reactants Cl[C:2]1[CH:7]=[CH:6][CH:5]=[CH:4][C:3]=1[C@@H:8]1[N:12]([C:13]([C:15]2[CH:20]=[CH:19][C:18](C3C=CC=CC=3C#N)=[CH:17][CH:16]=2)=[O:14])[C@H:11]([C:29]([O:31][CH3:32])=[O:30])[CH2:10][CH2:9]1.[ClH:33].[NH2:34][OH:35].C([N:38]([CH2:41][CH3:42])CC)C, predict the reaction product. The product is: [CH3:32][O:31][C:29]([C@@H:11]1[CH2:10][CH2:9][C@H:8]([C:3]2[CH:2]=[CH:7][CH:6]=[CH:5][C:4]=2[Cl:33])[N:12]1[C:13]([C:15]1[C:20]([C:6]2[CH:7]=[CH:2][CH:3]=[CH:4][C:42]=2/[C:41](=[N:34]\[OH:35])/[NH2:38])=[CH:19][CH:18]=[CH:17][CH:16]=1)=[O:14])=[O:30]. (6) Given the reactants [CH2:1]([NH:5][C:6]1[CH:11]=[N:10][N:9]([CH3:12])[C:8](=[O:13])[C:7]=1Cl)[CH2:2][CH2:3][CH3:4].[F:15][C:16]1[CH:26]=[CH:25][C:24]([C:27]([F:30])([F:29])[F:28])=[CH:23][C:17]=1[C:18]([N:20]=[C:21]=[S:22])=[O:19], predict the reaction product. The product is: [CH2:1]([N:5]1[C:6]2[CH:11]=[N:10][N:9]([CH3:12])[C:8](=[O:13])[C:7]=2[S:22]/[C:21]/1=[N:20]\[C:18](=[O:19])[C:17]1[CH:23]=[C:24]([C:27]([F:30])([F:29])[F:28])[CH:25]=[CH:26][C:16]=1[F:15])[CH2:2][CH2:3][CH3:4]. (7) Given the reactants COC(C1C=C(NS(C2C=CC(C)=CC=2)(=O)=O)C2C(=C(OCC3C=CC=CC=3)C=CC=2)N=1)=O.[CH3:34][O:35][C:36]([C:38]1[C:47]([C:48]#[C:49][C:50]2[CH:55]=[CH:54][CH:53]=[CH:52][CH:51]=2)=[C:46]([OH:56])[C:45]2[C:40](=[C:41]([N+:57]([O-])=O)[CH:42]=[CH:43][CH:44]=2)[N:39]=1)=[O:37], predict the reaction product. The product is: [CH3:34][O:35][C:36]([C:38]1[C:47]([CH2:48][CH2:49][C:50]2[CH:55]=[CH:54][CH:53]=[CH:52][CH:51]=2)=[C:46]([OH:56])[C:45]2[C:40](=[C:41]([NH2:57])[CH:42]=[CH:43][CH:44]=2)[N:39]=1)=[O:37].